From a dataset of Reaction yield outcomes from USPTO patents with 853,638 reactions. Predict the reaction yield, written as a fraction of the theoretical maximum amount of product (1.0 means a 100% yield; for example, 0.34 means a 34% yield). The reactants are [OH-].[Li+].C[O:4][C:5]([C:7]12[CH2:14][CH2:13][C:10]([NH:15][CH2:16][C:17]3[CH:26]=[CH:25][C:24]4[C:19](=[CH:20][CH:21]=[C:22]([O:27][C@H:28]5[CH2:33][CH2:32][C@H:31]([C:34]([CH3:37])([CH3:36])[CH3:35])[CH2:30][CH2:29]5)[CH:23]=4)[N:18]=3)([CH2:11][CH2:12]1)[CH2:9][CH2:8]2)=[O:6].O1CCCC1.CO. No catalyst specified. The product is [C:34]([C@H:31]1[CH2:32][CH2:33][C@H:28]([O:27][C:22]2[CH:23]=[C:24]3[C:19](=[CH:20][CH:21]=2)[N:18]=[C:17]([CH2:16][NH:15][C:10]24[CH2:9][CH2:8][C:7]([C:5]([OH:6])=[O:4])([CH2:12][CH2:11]2)[CH2:14][CH2:13]4)[CH:26]=[CH:25]3)[CH2:29][CH2:30]1)([CH3:37])([CH3:35])[CH3:36]. The yield is 0.0400.